The task is: Predict the reactants needed to synthesize the given product.. This data is from Full USPTO retrosynthesis dataset with 1.9M reactions from patents (1976-2016). (1) Given the product [CH3:1][O:2][C:3]([C@H:5]1[CH2:10][CH2:9][C@H:8]([C:11](=[S:13])[N:12]=[C:16]([N:18]([CH3:20])[CH3:19])[CH3:17])[CH2:7][CH2:6]1)=[O:4], predict the reactants needed to synthesize it. The reactants are: [CH3:1][O:2][C:3]([C@H:5]1[CH2:10][CH2:9][C@H:8]([C:11](=[S:13])[NH2:12])[CH2:7][CH2:6]1)=[O:4].CO[C:16](OC)([N:18]([CH3:20])[CH3:19])[CH3:17]. (2) Given the product [C:30]1([NH:29][C:26]2[O:25][C:24]([C:23]3[N:19]([C:15]4[CH:14]=[C:13]([CH:18]=[CH:17][CH:16]=4)[CH2:12][NH:11][C:9](=[O:10])[CH:8]([NH2:7])[CH3:40])[N:20]=[C:21]([C:36]([F:37])([F:39])[F:38])[CH:22]=3)=[N:28][N:27]=2)[CH:31]=[CH:32][CH:33]=[CH:34][CH:35]=1, predict the reactants needed to synthesize it. The reactants are: C(OC(=O)[NH:7][CH:8]([CH3:40])[C:9]([NH:11][CH2:12][C:13]1[CH:18]=[CH:17][CH:16]=[C:15]([N:19]2[C:23]([C:24]3[O:25][C:26]([NH:29][C:30]4[CH:35]=[CH:34][CH:33]=[CH:32][CH:31]=4)=[N:27][N:28]=3)=[CH:22][C:21]([C:36]([F:39])([F:38])[F:37])=[N:20]2)[CH:14]=1)=[O:10])(C)(C)C. (3) Given the product [ClH:54].[CH2:37]([N:36]([CH:11]1[CH2:10][CH2:9][NH:8][CH2:13][CH2:12]1)[C:34]([NH:43][C:50]1[CH:49]=[CH:48][C:47]([F:46])=[CH:52][C:51]=1[F:53])=[O:33])[CH2:38][CH2:39][CH3:40], predict the reactants needed to synthesize it. The reactants are: C(OC([N:8]1[CH2:13][CH2:12][C:11](=O)[CH2:10][CH2:9]1)=O)(C)(C)C.C(O[BH-](OC(=O)C)OC(=O)C)(=O)C.[Na+].C([O:33][C:34]([N:36]1C[CH2:40][CH:39](N)[CH2:38][CH2:37]1)=O)(C)(C)C.[N-:43]=C=O.[F:46][C:47]1[CH:52]=[C:51]([F:53])[CH:50]=[CH:49][CH:48]=1.[ClH:54]. (4) Given the product [CH3:24][C:23]([C:21]1[N:20]=[CH:19][N:18]=[C:17]([NH:12][CH2:11][C:9]2[CH:10]=[C:5]3[CH:4]=[C:3]([C:2]([F:1])([F:14])[F:15])[NH:13][C:6]3=[N:7][CH:8]=2)[CH:22]=1)([CH3:26])[CH3:25], predict the reactants needed to synthesize it. The reactants are: [F:1][C:2]([F:15])([F:14])[C:3]1[NH:13][C:6]2=[N:7][CH:8]=[C:9]([CH2:11][NH2:12])[CH:10]=[C:5]2[CH:4]=1.Cl[C:17]1[CH:22]=[C:21]([C:23]([CH3:26])([CH3:25])[CH3:24])[N:20]=[CH:19][N:18]=1.CCN(C(C)C)C(C)C. (5) Given the product [N+:18]([C:21]1[CH:22]=[C:23]([N:27]2[CH2:32][CH2:31][NH:30][CH2:29][C:28]2=[O:33])[CH:24]=[CH:25][CH:26]=1)([O-:20])=[O:19].[CH2:31]([N:30]1[CH2:29][CH2:28][N:27]([C:23]2[CH:24]=[CH:25][CH:26]=[C:21]([N+:18]([O-:20])=[O:19])[CH:22]=2)[C:34](=[O:36])[CH2:35]1)[CH3:32], predict the reactants needed to synthesize it. The reactants are: N1CCNCC1=O.IC1C=CC=C([N+]([O-])=O)C=1.[N+:18]([C:21]1[CH:22]=[C:23]([N:27]2[CH2:32][CH2:31][NH:30][CH2:29][C:28]2=[O:33])[CH:24]=[CH:25][CH:26]=1)([O-:20])=[O:19].[CH:34](=[O:36])[CH3:35].C(O)(=O)C.C([BH3-])#N.[Na+]. (6) Given the product [C:13]([C@@H:15]([NH:24][C:25](=[O:31])[O:26][C:27]([CH3:29])([CH3:28])[CH3:30])[CH2:16][C:17]1[CH:22]=[CH:21][C:20]([C:6]2[CH:7]=[CH:8][C:3]([C:1]#[N:2])=[C:4]([F:12])[CH:5]=2)=[CH:19][CH:18]=1)#[N:14], predict the reactants needed to synthesize it. The reactants are: [C:1]([C:3]1[CH:8]=[CH:7][C:6](B(O)O)=[CH:5][C:4]=1[F:12])#[N:2].[C:13]([C@@H:15]([NH:24][C:25](=[O:31])[O:26][C:27]([CH3:30])([CH3:29])[CH3:28])[CH2:16][C:17]1[CH:22]=[CH:21][C:20](I)=[CH:19][CH:18]=1)#[N:14].C(=O)([O-])[O-].[K+].[K+].